Dataset: Serine/threonine kinase 33 screen with 319,792 compounds. Task: Binary Classification. Given a drug SMILES string, predict its activity (active/inactive) in a high-throughput screening assay against a specified biological target. (1) The drug is S(CC(=O)c1c(n(c(c1)C)c1cc(F)ccc1)C)c1nc(N)cc(n1)N. The result is 0 (inactive). (2) The compound is S=C(Nc1c(cc(cc1)c1oc2c(n1)nccc2)C)NC(=O)C(C)C. The result is 0 (inactive). (3) The result is 0 (inactive). The drug is O=C1CC23C(C(N(CC2)C)Cc2c3c(O)c(OC)cc2)CC1. (4) The drug is S(=O)(=O)(N(C)C)c1cc(c(N2CCCC2)cc1)C(=O)Nc1sc(nn1)CC(C)C. The result is 0 (inactive). (5) The compound is S(CCNC(=O)CCCn1c(=O)c2c([nH]c1=O)cccc2)Cc1ccccc1. The result is 0 (inactive).